Dataset: Reaction yield outcomes from USPTO patents with 853,638 reactions. Task: Predict the reaction yield, written as a fraction of the theoretical maximum amount of product (1.0 means a 100% yield; for example, 0.34 means a 34% yield). (1) The reactants are [N-:1]=[N+:2]=[N-:3].[Na+].[Cl:5][CH2:6][C:7]([CH3:12])([CH3:11])[C:8](Cl)=[O:9].C(OC(=O)C)C. The catalyst is O1CCOCC1.O.CCCCCC. The product is [Cl:5][CH2:6][C:7]([CH3:12])([CH3:11])[C:8]([N:1]=[N+:2]=[N-:3])=[O:9]. The yield is 0.614. (2) The reactants are C[O:2][C:3](=[O:34])[CH2:4][CH2:5][C:6]1[CH:11]=[CH:10][CH:9]=[CH:8][C:7]=1[O:12][C:13]1[CH:18]=[CH:17][C:16]([CH2:19][CH:20]([NH:26][C:27]([O:29][C:30]([CH3:33])([CH3:32])[CH3:31])=[O:28])[C:21](=[O:25])[N:22]([CH3:24])[CH3:23])=[CH:15][CH:14]=1.[OH-].[Li+]. The catalyst is C1COCC1.O. The product is [C:30]([O:29][C:27]([NH:26][CH:20]([C:21](=[O:25])[N:22]([CH3:24])[CH3:23])[CH2:19][C:16]1[CH:17]=[CH:18][C:13]([O:12][C:7]2[CH:8]=[CH:9][CH:10]=[CH:11][C:6]=2[CH2:5][CH2:4][C:3]([OH:34])=[O:2])=[CH:14][CH:15]=1)=[O:28])([CH3:32])([CH3:31])[CH3:33]. The yield is 0.970. (3) The reactants are [CH3:1][C@H:2]1[C:7](=[O:8])[O:6][CH2:5][C:4]([CH3:10])([CH3:9])[NH:3]1.[C:11]1([CH3:19])[CH:16]=[CH:15][C:14]([Mg]Br)=[CH:13][CH:12]=1.[NH4+].[Cl-].CCOCC. The catalyst is C1COCC1. The product is [CH3:1][C@H:2]1[C@@:7]([C:14]2[CH:15]=[CH:16][C:11]([CH3:19])=[CH:12][CH:13]=2)([OH:8])[O:6][CH2:5][C:4]([CH3:10])([CH3:9])[NH:3]1. The yield is 0.410. (4) The reactants are [NH2:1][CH2:2][CH2:3][CH2:4][OH:5].[C:6](O[C:6]([O:8][C:9]([CH3:12])([CH3:11])[CH3:10])=[O:7])([O:8][C:9]([CH3:12])([CH3:11])[CH3:10])=[O:7].Cl.[OH-].[Na+]. The catalyst is O1CCOCC1. The product is [OH:5][CH2:4][CH2:3][CH2:2][NH:1][C:6](=[O:7])[O:8][C:9]([CH3:12])([CH3:11])[CH3:10]. The yield is 0.990. (5) The reactants are Cl[C:2]1[C:11]2[C:6](=[CH:7][C:8]([CH2:12][OH:13])=[CH:9][CH:10]=2)[N:5]=[C:4]([CH3:14])[CH:3]=1.[NH:15]1[CH2:19][CH2:18][CH2:17][CH2:16]1. No catalyst specified. The product is [CH3:14][C:4]1[CH:3]=[C:2]([N:15]2[CH2:19][CH2:18][CH2:17][CH2:16]2)[C:11]2[C:6](=[CH:7][C:8]([CH2:12][OH:13])=[CH:9][CH:10]=2)[N:5]=1. The yield is 0.900.